Dataset: Blood-brain barrier permeability classification from the B3DB database. Task: Regression/Classification. Given a drug SMILES string, predict its absorption, distribution, metabolism, or excretion properties. Task type varies by dataset: regression for continuous measurements (e.g., permeability, clearance, half-life) or binary classification for categorical outcomes (e.g., BBB penetration, CYP inhibition). Dataset: b3db_classification. (1) The molecule is O=C(CN1CC[C@]23CCCC[C@H]2[C@H]1Cc1ccc(O)cc13)c1ccccc1. The result is 1 (penetrates BBB). (2) The drug is Cc1ccc(S[C@@H](C)C(=O)NCc2nc(-c3ccccc3Cl)no2)cc1. The result is 1 (penetrates BBB). (3) The drug is Cn1nnnc1SCC1=C(C(=O)O)N2C(=O)[C@@H](NC(=O)CSC(F)(F)F)[C@H]2SC1. The result is 0 (does not penetrate BBB). (4) The molecule is N[C@@H]1C[C@H]1c1ccccc1. The result is 1 (penetrates BBB). (5) The molecule is C[C@]1(Cn2ccnn2)[C@H](C(=O)O)N2C(=O)C[C@H]2S1(=O)=O. The result is 0 (does not penetrate BBB). (6) The molecule is CCN[C@H]1[C@H]2CC[C@@H](C2)[C@H]1c1ccccc1. The result is 1 (penetrates BBB). (7) The compound is CC[C@H]1C(=O)NC(=O)[C@@]1(C)c1ccccc1. The result is 1 (penetrates BBB). (8) The drug is C=CC1=C(C(=O)O)N2C(=O)C(NC(=O)/C(=N/O)c3csc(N)n3)C2SC1. The result is 0 (does not penetrate BBB). (9) The drug is FC(F)(F)c1cccc(C2=CCN(CCc3ccc4ccccc4c3)CC2)c1. The result is 1 (penetrates BBB). (10) The compound is Cc1nc2c(C)cccn2c(=O)c1CCN1CCC(c2noc3cc(F)ccc23)CC1. The result is 1 (penetrates BBB).